The task is: Predict the reaction yield, written as a fraction of the theoretical maximum amount of product (1.0 means a 100% yield; for example, 0.34 means a 34% yield).. This data is from Reaction yield outcomes from USPTO patents with 853,638 reactions. (1) The reactants are [OH:1][CH2:2][CH2:3][CH2:4][C:5]#[C:6][C:7]1[O:11][N:10]=[C:9]([CH2:12][CH2:13][C@@:14]([CH3:29])([S:25]([CH3:28])(=[O:27])=[O:26])[C:15]([O:17][CH2:18][C:19]2[CH:24]=[CH:23][CH:22]=[CH:21][CH:20]=2)=[O:16])[CH:8]=1.CCN(C(C)C)C(C)C. The catalyst is C(Cl)Cl.CS(C)=O. The product is [CH3:29][C@@:14]([S:25]([CH3:28])(=[O:26])=[O:27])([CH2:13][CH2:12][C:9]1[CH:8]=[C:7]([C:6]#[C:5][CH2:4][CH2:3][CH:2]=[O:1])[O:11][N:10]=1)[C:15]([O:17][CH2:18][C:19]1[CH:20]=[CH:21][CH:22]=[CH:23][CH:24]=1)=[O:16]. The yield is 0.734. (2) The catalyst is CN(C)C=O.C1(P([Pd](Cl)(Cl)P(C2C=CC=CC=2)(C2C=CC=CC=2)C2C=CC=CC=2)(C2C=CC=CC=2)C2C=CC=CC=2)C=CC=CC=1. The reactants are [C:1]([O:5][C:6](=[O:38])[C@@H:7]([CH:35]([CH3:37])[CH3:36])[N:8]([CH2:30][CH2:31][CH:32]([CH3:34])[CH3:33])[S:9]([C:12]1[CH:21]=[CH:20][C:19]2[C:14](=[CH:15][CH:16]=[C:17](OS(C(F)(F)F)(=O)=O)[CH:18]=2)[CH:13]=1)(=[O:11])=[O:10])([CH3:4])([CH3:3])[CH3:2].[Cl-].[Li+].[CH3:41][Sn](C)(C)C. The product is [C:1]([O:5][C:6](=[O:38])[C@@H:7]([CH:35]([CH3:36])[CH3:37])[N:8]([CH2:30][CH2:31][CH:32]([CH3:33])[CH3:34])[S:9]([C:12]1[CH:21]=[CH:20][C:19]2[C:14](=[CH:15][CH:16]=[C:17]([CH3:41])[CH:18]=2)[CH:13]=1)(=[O:10])=[O:11])([CH3:3])([CH3:4])[CH3:2]. The yield is 0.500. (3) The reactants are [CH3:1][C:2]([CH3:29])([CH3:28])[C@H:3]([N:11]1[CH2:15][CH2:14][N:13]([CH2:16][C:17]2[CH:22]=[CH:21][CH:20]=[CH:19][C:18]=2[C:23]([F:26])([F:25])[F:24])[C:12]1=[O:27])[C:4]([O:6]C(C)(C)C)=[O:5].FC(F)(F)C(O)=O. The catalyst is ClCCl. The product is [CH3:1][C:2]([CH3:29])([CH3:28])[C@H:3]([N:11]1[CH2:15][CH2:14][N:13]([CH2:16][C:17]2[CH:22]=[CH:21][CH:20]=[CH:19][C:18]=2[C:23]([F:26])([F:25])[F:24])[C:12]1=[O:27])[C:4]([OH:6])=[O:5]. The yield is 0.730. (4) The reactants are Cl.[CH3:2][C@@H:3]1[CH2:8][CH2:7][NH:6][CH2:5][C@@H:4]1[C:9]1[N:13]2[C:14]3[CH:20]=[CH:19][NH:18][C:15]=3[N:16]=[CH:17][C:12]2=[CH:11][N:10]=1.CCN(C(C)C)C(C)C.[F:30][C:31]1[CH:36]=[C:35]([F:37])[CH:34]=[CH:33][C:32]=1[N:38]=[C:39]=[O:40]. The catalyst is C(Cl)Cl. The product is [F:30][C:31]1[CH:36]=[C:35]([F:37])[CH:34]=[CH:33][C:32]=1[NH:38][C:39]([N:6]1[CH2:7][CH2:8][C@@H:3]([CH3:2])[C@@H:4]([C:9]2[N:13]3[C:14]4[CH:20]=[CH:19][NH:18][C:15]=4[N:16]=[CH:17][C:12]3=[CH:11][N:10]=2)[CH2:5]1)=[O:40]. The yield is 0.200.